Dataset: Catalyst prediction with 721,799 reactions and 888 catalyst types from USPTO. Task: Predict which catalyst facilitates the given reaction. (1) Reactant: [C:1]([NH:5][CH2:6][CH2:7][CH2:8][S:9]([OH:12])(=[O:11])=[O:10])([CH3:4])([CH3:3])[CH3:2].[OH-].[Na+:14]. Product: [C:1]([NH:5][CH2:6][CH2:7][CH2:8][S:9]([O-:12])(=[O:10])=[O:11])([CH3:4])([CH3:2])[CH3:3].[Na+:14]. The catalyst class is: 5. (2) Reactant: [F:1][C:2]1[CH:34]=[CH:33][C:5]2[N:6]=[C:7]([NH:9][C:10]3[CH:15]=[CH:14][C:13]([C:16]4[S:20][C:19]([C:21]([NH:23][CH:24]([CH:30]([CH3:32])[CH3:31])[C:25]([O:27]CC)=[O:26])=[O:22])=[N:18][CH:17]=4)=[CH:12][CH:11]=3)[S:8][C:4]=2[CH:3]=1.O.[OH-].[Li+].Cl. Product: [F:1][C:2]1[CH:34]=[CH:33][C:5]2[N:6]=[C:7]([NH:9][C:10]3[CH:11]=[CH:12][C:13]([C:16]4[S:20][C:19]([C:21]([NH:23][CH:24]([CH:30]([CH3:32])[CH3:31])[C:25]([OH:27])=[O:26])=[O:22])=[N:18][CH:17]=4)=[CH:14][CH:15]=3)[S:8][C:4]=2[CH:3]=1. The catalyst class is: 1. (3) Reactant: [C:1]([C@@H:4]1[C:8]([CH3:10])([CH3:9])[S:7][CH2:6][N:5]1C(OC(C)(C)C)=O)(=[O:3])[NH2:2].[ClH:18]. Product: [ClH:18].[CH3:9][C:8]1([CH3:10])[S:7][CH2:6][NH:5][C@@H:4]1[C:1]([NH2:2])=[O:3]. The catalyst class is: 12. (4) Reactant: Br[C:2]1[C:10]2[O:9][C:8]([CH3:11])=[N:7][C:6]=2[C:5]([C:12]2[CH2:16][C:15]([C:21]3[CH:26]=[C:25]([Cl:27])[CH:24]=[C:23]([Cl:28])[CH:22]=3)([C:17]([F:20])([F:19])[F:18])[O:14][N:13]=2)=[CH:4][CH:3]=1.C(N(CC)CC)C.[CH3:36][OH:37].[C]=O.CN(C)[CH:42]=[O:43]. Product: [CH3:36][O:37][C:42]([C:2]1[C:10]2[O:9][C:8]([CH3:11])=[N:7][C:6]=2[C:5]([C:12]2[CH2:16][C:15]([C:21]3[CH:22]=[C:23]([Cl:28])[CH:24]=[C:25]([Cl:27])[CH:26]=3)([C:17]([F:19])([F:20])[F:18])[O:14][N:13]=2)=[CH:4][CH:3]=1)=[O:43]. The catalyst class is: 140.